Dataset: Full USPTO retrosynthesis dataset with 1.9M reactions from patents (1976-2016). Task: Predict the reactants needed to synthesize the given product. (1) The reactants are: [NH2:1][C@H:2]([C:10]([NH2:12])=[O:11])[CH2:3][C:4]1[CH:9]=[CH:8][CH:7]=[CH:6][CH:5]=1.C(N[S:17]([C:20]1[CH:21]=[C:22]2[C:26](=[CH:27][CH:28]=1)[NH:25][C:24](=[O:29])[C:23]2=[O:30])(=[O:19])=[O:18])CC. Given the product [O:29]=[C:24]1[C:23](=[O:30])[C:22]2[C:26](=[CH:27][CH:28]=[C:20]([S:17]([NH:1][C@@H:2]([CH2:3][C:4]3[CH:9]=[CH:8][CH:7]=[CH:6][CH:5]=3)[C:10]([NH2:12])=[O:11])(=[O:19])=[O:18])[CH:21]=2)[NH:25]1, predict the reactants needed to synthesize it. (2) The reactants are: [CH2:1]([N:8]1[CH2:13][CH2:12][NH:11][C@H:10]([CH3:14])[CH2:9]1)[C:2]1[CH:7]=[CH:6][CH:5]=[CH:4][CH:3]=1.C(N(CC)CC)C.[O:22](C(OC(C)(C)C)=O)[C:23]([O:25][C:26]([CH3:29])([CH3:28])[CH3:27])=O. Given the product [CH2:1]([N:8]1[CH2:13][CH2:12][N:11]([C:23]([O:25][C:26]([CH3:29])([CH3:28])[CH3:27])=[O:22])[C@H:10]([CH3:14])[CH2:9]1)[C:2]1[CH:3]=[CH:4][CH:5]=[CH:6][CH:7]=1, predict the reactants needed to synthesize it. (3) The reactants are: C([N-]C(C)C)(C)C.[Li+].CCCCCCC.C1COCC1.[Cl:21][C:22]1[CH:27]=[C:26]([O:28][C:29]2[CH:41]=[CH:40][C:39]([C:42]3[CH:43]=[N:44][CH:45]=[N:46][CH:47]=3)=[CH:38][C:30]=2[C:31](N(CC)CC)=[O:32])[CH:25]=[CH:24][N:23]=1. Given the product [Cl:21][C:22]1[C:27]2[C:31](=[O:32])[C:30]3[CH:38]=[C:39]([C:42]4[CH:47]=[N:46][CH:45]=[N:44][CH:43]=4)[CH:40]=[CH:41][C:29]=3[O:28][C:26]=2[CH:25]=[CH:24][N:23]=1, predict the reactants needed to synthesize it. (4) Given the product [CH:1]1([CH2:4][CH2:5][CH2:6][NH:7][C:8]([C:10]2[N:11]=[N:12][C:13]([N:20]3[CH2:21][CH2:22][N:17]([C:23](=[O:24])[C:25]4[CH:30]=[CH:29][CH:28]=[CH:27][C:26]=4[C:31]([F:34])([F:32])[F:33])[CH2:18][CH2:19]3)=[CH:14][CH:15]=2)=[O:9])[CH2:3][CH2:2]1, predict the reactants needed to synthesize it. The reactants are: [CH:1]1([CH2:4][CH2:5][CH2:6][NH:7][C:8]([C:10]2[N:11]=[N:12][C:13](Cl)=[CH:14][CH:15]=2)=[O:9])[CH2:3][CH2:2]1.[N:17]1([C:23]([C:25]2[CH:30]=[CH:29][CH:28]=[CH:27][C:26]=2[C:31]([F:34])([F:33])[F:32])=[O:24])[CH2:22][CH2:21][NH:20][CH2:19][CH2:18]1. (5) Given the product [CH3:42][O:41][CH2:40][CH2:39][CH2:38][N:35]1[C:36]2[C:31](=[CH:30][CH:29]=[C:28]([CH2:27][O:26][CH:14]3[CH:13]([C:10]4[CH:11]=[CH:12][C:7]([O:6][CH2:5][CH2:4][CH2:3][CH2:2][NH:1][C:45]5[C:50]([O:51][CH3:52])=[CH:49][CH:48]=[CH:47][N:46]=5)=[CH:8][CH:9]=4)[CH2:18][CH2:17][N:16]([C:19]([O:21][C:22]([CH3:23])([CH3:25])[CH3:24])=[O:20])[CH2:15]3)[CH:37]=2)[CH2:32][CH2:33][C:34]1=[O:43], predict the reactants needed to synthesize it. The reactants are: [NH2:1][CH2:2][CH2:3][CH2:4][CH2:5][O:6][C:7]1[CH:12]=[CH:11][C:10]([CH:13]2[CH2:18][CH2:17][N:16]([C:19]([O:21][C:22]([CH3:25])([CH3:24])[CH3:23])=[O:20])[CH2:15][CH:14]2[O:26][CH2:27][C:28]2[CH:37]=[C:36]3[C:31]([CH2:32][CH2:33][C:34](=[O:43])[N:35]3[CH2:38][CH2:39][CH2:40][O:41][CH3:42])=[CH:30][CH:29]=2)=[CH:9][CH:8]=1.Br[C:45]1[C:50]([O:51][CH3:52])=[CH:49][CH:48]=[CH:47][N:46]=1. (6) Given the product [C:19]([C:12]1[CH:11]=[C:10]2[C:15]([C:16]3[C:17](=[O:18])[C:5]4[CH:4]=[CH:3][C:2]([O:1][S:26]([C:25]([F:31])([F:30])[F:24])(=[O:28])=[O:27])=[CH:23][C:6]=4[C:7]([CH3:21])([CH3:22])[C:8]=3[NH:9]2)=[CH:14][CH:13]=1)#[N:20], predict the reactants needed to synthesize it. The reactants are: [OH:1][C:2]1[CH:3]=[CH:4][C:5]2[C:17](=[O:18])[C:16]3[C:15]4[C:10](=[CH:11][C:12]([C:19]#[N:20])=[CH:13][CH:14]=4)[NH:9][C:8]=3[C:7]([CH3:22])([CH3:21])[C:6]=2[CH:23]=1.[F:24][C:25]([F:31])([F:30])[S:26](O)(=[O:28])=[O:27].O. (7) Given the product [CH2:1]([N:3]([C@H:16]1[CH2:21][CH2:20][CH2:19][C@@H:18]([C:22]2[CH:27]=[CH:26][N:25]=[CH:24][CH:23]=2)[CH2:17]1)[C:4]1[CH:11]=[CH:10][C:7]([C:8]#[N:9])=[C:6]([C:12]([F:14])([F:13])[F:15])[CH:5]=1)[CH3:2], predict the reactants needed to synthesize it. The reactants are: [CH2:1]([N:3]([CH:16]1[CH2:21][CH2:20][CH2:19][C:18]([C:22]2[CH:27]=[CH:26][N:25]=[CH:24][CH:23]=2)=[CH:17]1)[C:4]1[CH:11]=[CH:10][C:7]([C:8]#[N:9])=[C:6]([C:12]([F:15])([F:14])[F:13])[CH:5]=1)[CH3:2]. (8) Given the product [CH2:1]([O:3][C:4]([C:6]1[C:7]([CH3:12])=[N:8][N:9]([C:18]2[CH:19]=[CH:20][CH:21]=[C:16]([O:15][C:14]([F:13])([F:23])[F:24])[CH:17]=2)[C:10]=1[CH3:11])=[O:5])[CH3:2], predict the reactants needed to synthesize it. The reactants are: [CH2:1]([O:3][C:4]([C:6]1[C:7]([CH3:12])=[N:8][NH:9][C:10]=1[CH3:11])=[O:5])[CH3:2].[F:13][C:14]([F:24])([F:23])[O:15][C:16]1[CH:17]=[C:18](I)[CH:19]=[CH:20][CH:21]=1. (9) Given the product [CH2:1]([N:8]1[CH2:13][CH2:12][CH:11]([C:14]2([C:19]3[N:32]4[CH2:31][CH2:30][CH2:29][CH2:28][CH2:27][CH2:26][C:25]4=[N:22][N:21]=3)[CH2:18][CH2:17][CH2:16][CH2:15]2)[CH2:10][CH2:9]1)[C:2]1[CH:7]=[CH:6][CH:5]=[CH:4][CH:3]=1, predict the reactants needed to synthesize it. The reactants are: [CH2:1]([N:8]1[CH2:13][CH2:12][CH:11]([C:14]2([C:19]([NH:21][NH2:22])=O)[CH2:18][CH2:17][CH2:16][CH2:15]2)[CH2:10][CH2:9]1)[C:2]1[CH:7]=[CH:6][CH:5]=[CH:4][CH:3]=1.CO[C:25]1[CH2:26][CH2:27][CH2:28][CH2:29][CH2:30][CH2:31][N:32]=1. (10) The reactants are: [C:1]([NH:4][C@H:5]([C:14]([NH:16][C@H:17]([C:21]([OH:23])=O)[CH:18]([CH3:20])[CH3:19])=[O:15])[CH2:6][C:7]1[CH:12]=[CH:11][C:10]([OH:13])=[CH:9][CH:8]=1)(=[O:3])[CH3:2].[NH:24]1[CH2:46][CH2:45][CH2:44][CH2:43][CH:25]1[C:26]([NH:28][CH:29]1[CH:33]([O:34][CH2:35][C:36]2[CH:41]=[CH:40][CH:39]=[CH:38][CH:37]=2)[O:32][C:31](=[O:42])[CH2:30]1)=[O:27].ON1C2C=CC=CC=2N=N1.Cl.CN(C)CCCN=C=NCC. Given the product [C:1]([NH:4][C@H:5]([C:14]([NH:16][C@H:17]([C:21]([N:24]1[CH2:46][CH2:45][CH2:44][CH2:43][CH:25]1[C:26]([NH:28][CH:29]1[CH:33]([O:34][CH2:35][C:36]2[CH:37]=[CH:38][CH:39]=[CH:40][CH:41]=2)[O:32][C:31](=[O:42])[CH2:30]1)=[O:27])=[O:23])[CH:18]([CH3:19])[CH3:20])=[O:15])[CH2:6][C:7]1[CH:8]=[CH:9][C:10]([OH:13])=[CH:11][CH:12]=1)(=[O:3])[CH3:2], predict the reactants needed to synthesize it.